This data is from CYP1A2 inhibition data for predicting drug metabolism from PubChem BioAssay. The task is: Regression/Classification. Given a drug SMILES string, predict its absorption, distribution, metabolism, or excretion properties. Task type varies by dataset: regression for continuous measurements (e.g., permeability, clearance, half-life) or binary classification for categorical outcomes (e.g., BBB penetration, CYP inhibition). Dataset: cyp1a2_veith. (1) The drug is Nc1[nH]nc2nc3ccccc3nc12. The result is 1 (inhibitor). (2) The drug is CCCN(CCC)CCc1cccc2c1CC(=O)N2. The result is 0 (non-inhibitor). (3) The drug is O=C(c1cnccn1)N1CCC[C@@]2(CCN(Cc3ccncc3)C2)C1. The result is 1 (inhibitor). (4) The molecule is Cc1ccc(-c2nn(-c3ccccc3)cc2CSC(=N)N)cc1.Cl. The result is 1 (inhibitor). (5) The result is 0 (non-inhibitor). The compound is Cc1nc2c(C#N)c[nH]n2c(=O)c1Cc1ccccc1. (6) The drug is N[C@H](C(=O)N[C@@H]1C(=O)N2C(C(=O)O)=C(Cl)CS[C@@H]12)c1ccccc1.O. The result is 0 (non-inhibitor). (7) The molecule is O=C(CN1C(=O)NC2(CCCC2)C1=O)NCCC1=CCCCC1. The result is 1 (inhibitor).